From a dataset of NCI-60 drug combinations with 297,098 pairs across 59 cell lines. Regression. Given two drug SMILES strings and cell line genomic features, predict the synergy score measuring deviation from expected non-interaction effect. Drug 1: C#CCC(CC1=CN=C2C(=N1)C(=NC(=N2)N)N)C3=CC=C(C=C3)C(=O)NC(CCC(=O)O)C(=O)O. Drug 2: CN(CCCl)CCCl.Cl. Cell line: KM12. Synergy scores: CSS=31.2, Synergy_ZIP=-6.79, Synergy_Bliss=-2.91, Synergy_Loewe=-0.0509, Synergy_HSA=-0.952.